From a dataset of Catalyst prediction with 721,799 reactions and 888 catalyst types from USPTO. Predict which catalyst facilitates the given reaction. (1) Product: [NH2:1][C:2]1[C:3]([F:11])=[C:4]([CH2:5][OH:6])[CH:8]=[CH:9][CH:10]=1. Reactant: [NH2:1][C:2]1[C:3]([F:11])=[C:4]([CH:8]=[CH:9][CH:10]=1)[C:5](O)=[O:6].[H-].[H-].[H-].[H-].[Li+].[Al+3]. The catalyst class is: 49. (2) Reactant: CS[C:3]1[CH:27]=[CH:26][C:6]([CH2:7][C:8]2[N:12]=[C:11]([CH:13]3[CH2:18][CH2:17][N:16]([C:19]([O:21][C:22]([CH3:25])([CH3:24])[CH3:23])=[O:20])[CH2:15][CH2:14]3)[O:10][N:9]=2)=[CH:5][CH:4]=1.Cl[C:29]1C=CC=C(C(OO)=O)C=1.[S:39](S([O-])=O)([O-:42])(=O)=[O:40].[Na+].[Na+]. Product: [CH3:29][S:39]([C:3]1[CH:27]=[CH:26][C:6]([CH2:7][C:8]2[N:12]=[C:11]([CH:13]3[CH2:18][CH2:17][N:16]([C:19]([O:21][C:22]([CH3:24])([CH3:23])[CH3:25])=[O:20])[CH2:15][CH2:14]3)[O:10][N:9]=2)=[CH:5][CH:4]=1)(=[O:42])=[O:40]. The catalyst class is: 4. (3) The catalyst class is: 9. Product: [Br:1][C:2]1[C:10]2[N:9]=[C:8]([CH3:11])[N:7]([CH2:19][C:20]3[CH:25]=[CH:24][CH:23]=[C:22]([Cl:26])[C:21]=3[Cl:27])[C:6]=2[CH:5]=[C:4]([N:12]2[CH2:17][CH2:16][O:15][CH2:14][CH2:13]2)[CH:3]=1. Reactant: [Br:1][C:2]1[C:10]2[N:9]=[C:8]([CH3:11])[NH:7][C:6]=2[CH:5]=[C:4]([N:12]2[CH2:17][CH2:16][O:15][CH2:14][CH2:13]2)[CH:3]=1.Br[CH2:19][C:20]1[CH:25]=[CH:24][CH:23]=[C:22]([Cl:26])[C:21]=1[Cl:27].C(=O)([O-])[O-].[K+].[K+].O.